Dataset: Full USPTO retrosynthesis dataset with 1.9M reactions from patents (1976-2016). Task: Predict the reactants needed to synthesize the given product. The reactants are: [Br:1][C:2]1[CH:3]=[C:4]([C:18]([O:20][CH3:21])=[O:19])[C:5]2[NH:6][C:7]3[CH:8]=[C:9]([N+:15]([O-])=O)[CH:10]=[CH:11][C:12]=3[C:13]=2[N:14]=1. Given the product [NH2:15][C:9]1[CH:10]=[CH:11][C:12]2[C:13]3[N:14]=[C:2]([Br:1])[CH:3]=[C:4]([C:18]([O:20][CH3:21])=[O:19])[C:5]=3[NH:6][C:7]=2[CH:8]=1, predict the reactants needed to synthesize it.